This data is from Peptide-MHC class II binding affinity with 134,281 pairs from IEDB. The task is: Regression. Given a peptide amino acid sequence and an MHC pseudo amino acid sequence, predict their binding affinity value. This is MHC class II binding data. (1) The peptide sequence is TAKLRWFHERGYVKL. The MHC is HLA-DQA10201-DQB10303 with pseudo-sequence HLA-DQA10201-DQB10303. The binding affinity (normalized) is 0. (2) The peptide sequence is RYANPIAFFRKEPLK. The MHC is DRB1_1302 with pseudo-sequence DRB1_1302. The binding affinity (normalized) is 0.431.